Dataset: Catalyst prediction with 721,799 reactions and 888 catalyst types from USPTO. Task: Predict which catalyst facilitates the given reaction. (1) Reactant: O[CH2:2][C:3]1[CH:4]=[N:5][C:6]2[C:11]([CH:12]=1)=[CH:10][C:9]1[CH2:13][C@:14]3([CH2:24][C:8]=1[CH:7]=2)[C:22]1[C:17](=[N:18][CH:19]=[CH:20][CH:21]=1)[NH:16][C:15]3=[O:23].S(Cl)([Cl:27])=O. Product: [Cl:27][CH2:2][C:3]1[CH:4]=[N:5][C:6]2[C:11]([CH:12]=1)=[CH:10][C:9]1[CH2:13][C@:14]3([CH2:24][C:8]=1[CH:7]=2)[C:22]1[C:17](=[N:18][CH:19]=[CH:20][CH:21]=1)[NH:16][C:15]3=[O:23]. The catalyst class is: 2. (2) Reactant: [NH2:1][C:2]1[S:3][CH:4]=[C:5]([C:12]2[CH:17]=[CH:16][CH:15]=[CH:14][C:13]=2[O:18][CH3:19])[C:6]=1[C:7](OCC)=O.[CH:20]1([C:23]([NH2:25])=O)[CH2:22][CH2:21]1.[P+2](Cl)(Cl)[Cl:27]. Product: [Cl:27][C:7]1[C:6]2[C:5]([C:12]3[CH:17]=[CH:16][CH:15]=[CH:14][C:13]=3[O:18][CH3:19])=[CH:4][S:3][C:2]=2[N:1]=[C:23]([CH:20]2[CH2:22][CH2:21]2)[N:25]=1. The catalyst class is: 2. (3) Reactant: [OH:1][C:2]1[CH:7]=[CH:6][C:5]([CH2:8][CH2:9][C:10]([OH:12])=[O:11])=[CH:4][CH:3]=1.C(N1C=CN=C1)(N1C=CN=C1)=O.C1CCN2C(=NCCC2)CC1.[C:36](O)([CH3:39])([CH3:38])[CH3:37]. Product: [C:36]([O:11][C:10](=[O:12])[CH2:9][CH2:8][C:5]1[CH:4]=[CH:3][C:2]([OH:1])=[CH:7][CH:6]=1)([CH3:39])([CH3:38])[CH3:37]. The catalyst class is: 18. (4) Reactant: [F:1][CH:2]([F:37])[C:3]1[N:7]([C:8]2[CH:13]=[C:12]([N:14]3[CH2:19][CH2:18][O:17][CH2:16][CH2:15]3)[N:11]=[C:10]([NH:20][C@H:21]3[CH2:25][CH2:24][N:23](C(OC(C)(C)C)=O)[CH2:22]3)[N:9]=2)[C:6]2[CH:33]=[CH:34][CH:35]=[CH:36][C:5]=2[N:4]=1.[ClH:38].C(OC(C)C)(C)C. Product: [ClH:38].[ClH:38].[F:37][CH:2]([F:1])[C:3]1[N:7]([C:8]2[CH:13]=[C:12]([N:14]3[CH2:19][CH2:18][O:17][CH2:16][CH2:15]3)[N:11]=[C:10]([NH:20][C@H:21]3[CH2:25][CH2:24][NH:23][CH2:22]3)[N:9]=2)[C:6]2[CH:33]=[CH:34][CH:35]=[CH:36][C:5]=2[N:4]=1. The catalyst class is: 12. (5) Reactant: Cl[CH2:2][C:3]1[C:15]([C:16]([CH3:19])([CH3:18])[CH3:17])=[CH:14][C:13]2[C:12]3[C:7](=[CH:8][C:9]([CH2:24]Cl)=[C:10]([C:20]([CH3:23])([CH3:22])[CH3:21])[CH:11]=3)[CH2:6][C:5]=2[CH:4]=1.[H-].[H-].[H-].[H-].[Li+].[Al+3]. Product: [CH3:24][C:9]1[C:10]([C:20]([CH3:21])([CH3:22])[CH3:23])=[CH:11][C:12]2[C:13]3[C:5](=[CH:4][C:3]([CH3:2])=[C:15]([C:16]([CH3:19])([CH3:18])[CH3:17])[CH:14]=3)[CH2:6][C:7]=2[CH:8]=1. The catalyst class is: 1.